From a dataset of Reaction yield outcomes from USPTO patents with 853,638 reactions. Predict the reaction yield, written as a fraction of the theoretical maximum amount of product (1.0 means a 100% yield; for example, 0.34 means a 34% yield). (1) The reactants are [CH:1]1([CH2:4][NH:5][S:6]([NH:9]C(=O)OCC2C=CC=CC=2)(=[O:8])=[O:7])[CH2:3][CH2:2]1.[H][H]. The catalyst is O1CCCC1.C(O)C.[C].[Pd]. The product is [CH:1]1([CH2:4][NH:5][S:6]([NH2:9])(=[O:8])=[O:7])[CH2:3][CH2:2]1. The yield is 0.870. (2) The product is [F:15][C:13]1[CH:12]=[C:9]([CH:8]=[C:7]([C:5]2[O:6][C:2]([C:18]3[CH:23]=[CH:22][CH:21]=[CH:20][N:19]=3)=[CH:3][CH:4]=2)[CH:14]=1)[C:10]#[N:11]. The catalyst is C1(C)C=CC=CC=1.C1C=CC([P]([Pd]([P](C2C=CC=CC=2)(C2C=CC=CC=2)C2C=CC=CC=2)([P](C2C=CC=CC=2)(C2C=CC=CC=2)C2C=CC=CC=2)[P](C2C=CC=CC=2)(C2C=CC=CC=2)C2C=CC=CC=2)(C2C=CC=CC=2)C2C=CC=CC=2)=CC=1. The reactants are Br[C:2]1[O:6][C:5]([C:7]2[CH:8]=[C:9]([CH:12]=[C:13]([F:15])[CH:14]=2)[C:10]#[N:11])=[CH:4][CH:3]=1.C[Sn](C)(C)[C:18]1[CH:23]=[CH:22][CH:21]=[CH:20][N:19]=1. The yield is 0.430.